From a dataset of Full USPTO retrosynthesis dataset with 1.9M reactions from patents (1976-2016). Predict the reactants needed to synthesize the given product. (1) The reactants are: Br[C:2]1[C:7]([CH3:8])=[CH:6][C:5]([O:9][CH2:10][CH2:11][O:12][CH3:13])=[CH:4][N:3]=1.CC1(C)C(C)(C)OB([C:22]2[C:23]3[CH:30]=[C:29]([CH2:31][OH:32])[CH:28]=[CH:27][C:24]=3[S:25][CH:26]=2)O1.C([O-])([O-])=O.[Cs+].[Cs+]. Given the product [CH3:13][O:12][CH2:11][CH2:10][O:9][C:5]1[CH:6]=[C:7]([CH3:8])[C:2]([C:22]2[C:23]3[CH:30]=[C:29]([CH2:31][OH:32])[CH:28]=[CH:27][C:24]=3[S:25][CH:26]=2)=[N:3][CH:4]=1, predict the reactants needed to synthesize it. (2) The reactants are: [F:1][C:2]1[CH:3]=[C:4]2[C:9](=[CH:10][CH:11]=1)[CH:8]=[N:7][CH:6]=[CH:5]2.C1C=C(Cl)C=C(C(OO)=[O:20])C=1. Given the product [F:1][C:2]1[CH:3]=[C:4]2[C:9](=[CH:10][CH:11]=1)[CH:8]=[N+:7]([O-:20])[CH:6]=[CH:5]2, predict the reactants needed to synthesize it. (3) Given the product [NH2:15][C:10]1[N:11]=[C:12]([Cl:14])[C:13]2[C:5]([C:1]#[C:87][C@H:86]([OH:89])[CH2:88][OH:48])=[CH:6][N:7]([CH2:16][C:17]3[C:22]([CH3:23])=[C:21]([O:24][CH3:25])[C:20]([CH3:26])=[CH:19][N:18]=3)[C:8]=2[N:9]=1, predict the reactants needed to synthesize it. The reactants are: [C:1]([C:5]1[C:13]2[C:12]([Cl:14])=[N:11][C:10]([NH2:15])=[N:9][C:8]=2[N:7]([CH2:16][C:17]2[C:22]([CH3:23])=[C:21]([O:24][CH3:25])[C:20]([CH3:26])=[CH:19][N:18]=2)[CH:6]=1)#CC=C.CC[C@H]1[C@H]2C[C@H]([C@H](OC3C4C(=CC=CC=4)C(O[C@H](C4C=CN=C5C=4C=C(OC)C=C5)[C@@H]4N5C[C@H](CC)[C@@H](CC5)C4)=NN=3)C3C=CN=C4C=3C=C([O:48]C)C=C4)N(CC2)C1.C[C:86]([OH:89])([CH3:88])[CH3:87].C1COCC1.O. (4) Given the product [CH3:8][O:9][NH:10][C:11](=[O:20])[CH2:12][CH2:13][CH2:14][CH2:15][CH2:16][CH2:17][CH2:18][CH3:19], predict the reactants needed to synthesize it. The reactants are: C(=O)([O-])[O-].[K+].[K+].Cl.[CH3:8][O:9][NH2:10].[C:11](Cl)(=[O:20])[CH2:12][CH2:13][CH2:14][CH2:15][CH2:16][CH2:17][CH2:18][CH3:19]. (5) Given the product [Br:1][C:2]1[N:7]=[C:6]([C:8]([NH2:11])=[O:10])[CH:5]=[CH:4][CH:3]=1, predict the reactants needed to synthesize it. The reactants are: [Br:1][C:2]1[N:7]=[C:6]([C:8]([OH:10])=O)[CH:5]=[CH:4][CH:3]=1.[NH3:11]. (6) Given the product [Cl:19][C:20]1[CH:25]=[CH:24][CH:23]=[C:22]([Cl:26])[C:21]=1[O:27][CH2:2][C@H:3]([NH:5][C:6](=[O:12])[O:7][C:8]([CH3:11])([CH3:10])[CH3:9])[CH3:4], predict the reactants needed to synthesize it. The reactants are: Br[CH2:2][C@H:3]([NH:5][C:6](=[O:12])[O:7][C:8]([CH3:11])([CH3:10])[CH3:9])[CH3:4].C(=O)([O-])[O-].[Cs+].[Cs+].[Cl:19][C:20]1[CH:25]=[CH:24][CH:23]=[C:22]([Cl:26])[C:21]=1[OH:27].